Dataset: Reaction yield outcomes from USPTO patents with 853,638 reactions. Task: Predict the reaction yield, written as a fraction of the theoretical maximum amount of product (1.0 means a 100% yield; for example, 0.34 means a 34% yield). (1) The reactants are [C:1]1([C:7]2[O:11][N:10]=[CH:9][C:8]=2/[CH:12]=[CH:13]/[C:14]([OH:16])=O)[CH:6]=[CH:5][CH:4]=[CH:3][CH:2]=1.[CH2:17]([N:19](CC)CC)[CH3:18].C(Cl)(=O)OCC.C(N)C. The catalyst is O.O1CCCC1. The product is [CH2:17]([NH:19][C:14](=[O:16])/[CH:13]=[CH:12]/[C:8]1[CH:9]=[N:10][O:11][C:7]=1[C:1]1[CH:2]=[CH:3][CH:4]=[CH:5][CH:6]=1)[CH3:18]. The yield is 0.910. (2) The reactants are [NH:1]1[C:9]2[C:4](=[CH:5][C:6]([C:10]([O:12]C)=[O:11])=[CH:7][CH:8]=2)[CH:3]=[N:2]1.[OH-].[Na+]. The catalyst is CO. The product is [NH:1]1[C:9]2[C:4](=[CH:5][C:6]([C:10]([OH:12])=[O:11])=[CH:7][CH:8]=2)[CH:3]=[N:2]1. The yield is 0.890. (3) The reactants are [OH:1][C:2]([C:4]([F:15])([F:14])[CH:5]([O:8][C:9](=[O:13])[C:10]([CH3:12])=[CH2:11])[CH2:6][CH3:7])=[O:3].C1COCC1.C(N(CC)CC)C.Cl[C:29]1([CH2:34][CH3:35])[CH2:33][CH2:32][CH2:31][CH2:30]1. The catalyst is O. The product is [CH2:34]([C:29]1([O:3][C:2]([C:4]([F:14])([F:15])[CH:5]([O:8][C:9](=[O:13])[C:10]([CH3:12])=[CH2:11])[CH2:6][CH3:7])=[O:1])[CH2:33][CH2:32][CH2:31][CH2:30]1)[CH3:35]. The yield is 0.830. (4) The reactants are C[O:2][C:3](=[O:25])[CH:4]([C:12]1[CH:17]=[CH:16][C:15]([N:18]2[C:22]([CH3:23])=[N:21][N:20]=[N:19]2)=[C:14]([Cl:24])[CH:13]=1)[CH2:5][CH:6]1[CH2:11][CH2:10][CH2:9][CH2:8][CH2:7]1.[OH-].[Na+]. The catalyst is C(O)C. The product is [Cl:24][C:14]1[CH:13]=[C:12]([CH:4]([CH2:5][CH:6]2[CH2:11][CH2:10][CH2:9][CH2:8][CH2:7]2)[C:3]([OH:25])=[O:2])[CH:17]=[CH:16][C:15]=1[N:18]1[C:22]([CH3:23])=[N:21][N:20]=[N:19]1. The yield is 0.850. (5) The reactants are Br[C:2]1[CH:7]=[C:6]([C:8]([CH3:11])([CH3:10])[CH3:9])[C:5]([N+:12]([O-:14])=[O:13])=[CH:4][C:3]=1[NH2:15].CCN(CC)CC.[CH3:23][Si:24]([C:27]#[CH:28])([CH3:26])[CH3:25]. The catalyst is C1(C)C=CC=CC=1.O.Cl[Pd](Cl)([P](C1C=CC=CC=1)(C1C=CC=CC=1)C1C=CC=CC=1)[P](C1C=CC=CC=1)(C1C=CC=CC=1)C1C=CC=CC=1.[Cu]I. The product is [C:8]([C:6]1[C:5]([N+:12]([O-:14])=[O:13])=[CH:4][C:3]([NH:15][C:28]#[C:27][Si:24]([CH3:26])([CH3:25])[CH3:23])=[CH:2][CH:7]=1)([CH3:11])([CH3:10])[CH3:9]. The yield is 0.810.